From a dataset of Reaction yield outcomes from USPTO patents with 853,638 reactions. Predict the reaction yield, written as a fraction of the theoretical maximum amount of product (1.0 means a 100% yield; for example, 0.34 means a 34% yield). (1) The reactants are [CH3:1][O:2][CH2:3][CH2:4][NH:5][C:6]([NH2:8])=[S:7].C([O:11][CH:12](OCC)[CH2:13][C:14](OCC)=O)C.C[O-].[Na+]. The catalyst is CO. The product is [CH3:1][O:2][CH2:3][CH2:4][N:5]1[CH:14]=[CH:13][C:12](=[O:11])[NH:8][C:6]1=[S:7]. The yield is 0.450. (2) The reactants are [CH2:1]([O:3][C:4](=[O:18])[CH2:5][CH:6]1[O:10][B:9]([OH:11])[C:8]2[CH:12]=[C:13]([OH:17])[CH:14]=[C:15]([CH3:16])[C:7]1=2)[CH3:2].Cl[C:20]1[CH:25]=[N:24][C:23]([C:26]([O:28][CH3:29])=[O:27])=[CH:22][N:21]=1.[H-].[Na+].Cl. The catalyst is CN(C=O)C. The product is [CH3:29][O:28][C:26]([C:23]1[CH:22]=[N:21][C:20]([O:17][C:13]2[CH:14]=[C:15]([CH3:16])[C:7]3[CH:6]([CH2:5][C:4]([O:3][CH2:1][CH3:2])=[O:18])[O:10][B:9]([OH:11])[C:8]=3[CH:12]=2)=[CH:25][N:24]=1)=[O:27]. The yield is 0.610. (3) The reactants are [CH:1]1([C:4]2[C:5]([NH:24][S:25]([CH3:28])(=[O:27])=[O:26])=[CH:6][C:7]3[O:11][C:10]([C:12]4[CH:17]=[CH:16][C:15]([F:18])=[CH:14][CH:13]=4)=[C:9]([C:19]([NH:21][CH3:22])=[O:20])[C:8]=3[CH:23]=2)[CH2:3][CH2:2]1.F[C:30]1[CH:35]=[CH:34][C:33]([N+:36]([O-:38])=[O:37])=[C:32]([C:39]([F:42])([F:41])[F:40])[CH:31]=1.C([O-])([O-])=O.[K+].[K+]. The catalyst is CN(P(N(C)C)(N(C)C)=O)C.CCOC(C)=O.O. The product is [CH:1]1([C:4]2[C:5]([N:24]([C:30]3[CH:35]=[CH:34][C:33]([N+:36]([O-:38])=[O:37])=[C:32]([C:39]([F:40])([F:42])[F:41])[CH:31]=3)[S:25]([CH3:28])(=[O:27])=[O:26])=[CH:6][C:7]3[O:11][C:10]([C:12]4[CH:17]=[CH:16][C:15]([F:18])=[CH:14][CH:13]=4)=[C:9]([C:19]([NH:21][CH3:22])=[O:20])[C:8]=3[CH:23]=2)[CH2:3][CH2:2]1. The yield is 0.930. (4) The reactants are [CH:1]1([C:4]2[C:16]3[C:15]4[CH:14]=[CH:13][C:12]([C:17]5[C:22]([F:23])=[CH:21][CH:20]=[C:19]([NH:24][S:25]([CH2:28][CH2:29][CH3:30])(=[O:27])=[O:26])[C:18]=5[F:31])=[CH:11][C:10]=4[CH:9]=[N:8][C:7]=3[N:6](C(OC(C)(C)C)=O)[N:5]=2)[CH2:3][CH2:2]1.C(O)(C(F)(F)F)=O. The catalyst is C(Cl)Cl. The product is [CH:1]1([C:4]2[C:16]3[C:15]4[CH:14]=[CH:13][C:12]([C:17]5[C:18]([F:31])=[C:19]([NH:24][S:25]([CH2:28][CH2:29][CH3:30])(=[O:26])=[O:27])[CH:20]=[CH:21][C:22]=5[F:23])=[CH:11][C:10]=4[CH:9]=[N:8][C:7]=3[NH:6][N:5]=2)[CH2:3][CH2:2]1. The yield is 0.330. (5) The reactants are Cl[C:2]1[CH:7]=[C:6]([C:8]2[CH:13]=[C:12]([Cl:14])[CH:11]=[CH:10][C:9]=2[CH3:15])[N:5]=[C:4]([NH2:16])[N:3]=1.Cl.[CH3:18][C:19]1[CH:20]=[CH:21][C:22]([NH2:25])=[CH:23][CH:24]=1. The catalyst is C(O)C.O1CCOCC1. The product is [Cl:14][C:12]1[CH:11]=[CH:10][C:9]([CH3:15])=[C:8]([C:6]2[N:5]=[C:4]([NH2:16])[N:3]=[C:2]([NH:25][C:22]3[CH:23]=[CH:24][C:19]([CH3:18])=[CH:20][CH:21]=3)[CH:7]=2)[CH:13]=1. The yield is 0.980. (6) The reactants are [CH:1]([Mg]Br)([CH3:3])[CH3:2].CN(C)P(N(C)C)N(C)C.[CH:16]([C:18]([CH3:20])=[O:19])=[CH2:17].[CH3:21][Si:22](Cl)([CH3:24])[CH3:23].C(N(CC)CC)C. The catalyst is O1CCCC1.[Cu]I.COC(C)(C)C. The product is [CH3:21][Si:22]([CH3:24])([CH3:23])[O:19][C:18](=[CH:16][CH2:17][CH:1]([CH3:3])[CH3:2])[CH3:20]. The yield is 0.633. (7) The catalyst is C(Cl)Cl. The product is [OH:12][N:13]1[C:19](=[O:20])[N:18]2[CH2:21][C@H:14]1[CH2:15][CH2:16][C@H:17]2[C:22]1[S:23][CH:24]=[N:25][N:26]=1. The reactants are B(Cl)(Cl)Cl.C([O:12][N:13]1[C:19](=[O:20])[N:18]2[CH2:21][C@H:14]1[CH2:15][CH2:16][C@H:17]2[C:22]1[S:23][CH:24]=[N:25][N:26]=1)C1C=CC=CC=1.CO. The yield is 0.810.